This data is from Full USPTO retrosynthesis dataset with 1.9M reactions from patents (1976-2016). The task is: Predict the reactants needed to synthesize the given product. Given the product [Cl:23][C:24]1[CH:29]=[CH:28][C:27]([S:30]([N:20]2[C:11]3[CH2:12][CH:13]([C:14]4[CH:15]=[CH:16][CH:17]=[CH:18][CH:19]=4)[N:8]([S:30]([C:27]4[CH:28]=[CH:29][C:24]([Cl:23])=[CH:25][CH:26]=4)(=[O:32])=[O:31])[CH2:9][C:10]=3[CH:22]=[N:21]2)(=[O:32])=[O:31])=[CH:26][CH:25]=1, predict the reactants needed to synthesize it. The reactants are: C(OC([N:8]1[CH:13]([C:14]2[CH:19]=[CH:18][CH:17]=[CH:16][CH:15]=2)[CH2:12][C:11]2[NH:20][N:21]=[CH:22][C:10]=2[CH2:9]1)=O)(C)(C)C.[Cl:23][C:24]1[CH:29]=[CH:28][C:27]([S:30](Cl)(=[O:32])=[O:31])=[CH:26][CH:25]=1.